Dataset: Catalyst prediction with 721,799 reactions and 888 catalyst types from USPTO. Task: Predict which catalyst facilitates the given reaction. (1) Reactant: [F:1][C:2]1[CH:10]=[C:9]2[C:5]([C:6]3[CH2:14][CH2:13][NH:12][C:11](=[O:15])[C:7]=3[NH:8]2)=[CH:4][C:3]=1[O:16][CH3:17].C([OH:20])C.[OH-].[K+]. Product: [NH2:12][CH2:13][CH2:14][C:6]1[C:5]2[C:9](=[CH:10][C:2]([F:1])=[C:3]([O:16][CH3:17])[CH:4]=2)[NH:8][C:7]=1[C:11]([OH:20])=[O:15]. The catalyst class is: 6. (2) Reactant: [OH:1][C:2]1[CH:3]=[C:4]([CH:8]=[CH:9][C:10]=1[CH3:11])[C:5]([OH:7])=O.O=S(Cl)Cl.[NH2:16][C:17]1[CH:22]=[CH:21][CH:20]=[CH:19][C:18]=1O.C(N(CC)CC)C.C1(C)C=CC(S(O)(=O)=O)=CC=1. Product: [O:7]1[C:18]2[CH:19]=[CH:20][CH:21]=[CH:22][C:17]=2[N:16]=[C:5]1[C:4]1[CH:8]=[CH:9][C:10]([CH3:11])=[C:2]([OH:1])[CH:3]=1. The catalyst class is: 674. (3) Reactant: [CH:1]([NH2:3])=[O:2].[CH:4](=O)[CH3:5].[C:7]1(C)[CH:12]=[CH:11][C:10]([S:13]([OH:16])(=O)=[O:14])=[CH:9][CH:8]=1.C(OC(C)(C)C)(C)(C)C.C(#[N:29])C. Product: [NH2:29][C:8]1[CH:9]=[C:10]([S:13]([CH:4]([NH:3][CH:1]=[O:2])[CH3:5])(=[O:16])=[O:14])[CH:11]=[CH:12][CH:7]=1. The catalyst class is: 11. (4) Reactant: [N:1]([CH2:4][C:5]1([CH2:8][O:9][C:10]2[C:15]([O:16][CH3:17])=[C:14]([O:18][CH3:19])[CH:13]=[CH:12][C:11]=2[C:20]2[CH:28]=[CH:27][CH:26]=[C:25]3[C:21]=2[CH2:22][CH2:23][C:24]3=[O:29])[CH2:7][CH2:6]1)=[N+]=[N-].C1(P(C2C=CC=CC=2)C2C=CC=CC=2)C=CC=CC=1.O. Product: [NH2:1][CH2:4][C:5]1([CH2:8][O:9][C:10]2[C:15]([O:16][CH3:17])=[C:14]([O:18][CH3:19])[CH:13]=[CH:12][C:11]=2[C:20]2[CH:28]=[CH:27][CH:26]=[C:25]3[C:21]=2[CH2:22][CH2:23][C:24]3=[O:29])[CH2:6][CH2:7]1. The catalyst class is: 7.